From a dataset of Full USPTO retrosynthesis dataset with 1.9M reactions from patents (1976-2016). Predict the reactants needed to synthesize the given product. (1) Given the product [O:1]1[CH2:2][CH2:3][N:4]([C:7]2[CH:12]=[CH:11][C:10]([C:13]3[N:22]=[C:21]([N:23]4[CH2:27][CH2:26][C@@H:25]([CH2:28][NH:29][S:38]([CH3:37])(=[O:40])=[O:39])[CH2:24]4)[C:20]4[C:15](=[N:16][CH:17]=[CH:18][N:19]=4)[CH:14]=3)=[CH:9][CH:8]=2)[CH2:5][CH2:6]1, predict the reactants needed to synthesize it. The reactants are: [O:1]1[CH2:6][CH2:5][N:4]([C:7]2[CH:12]=[CH:11][C:10]([C:13]3[N:22]=[C:21]([N:23]4[CH2:27][CH2:26][C@@H:25]([CH2:28][NH2:29])[CH2:24]4)[C:20]4[C:15](=[N:16][CH:17]=[CH:18][N:19]=4)[CH:14]=3)=[CH:9][CH:8]=2)[CH2:3][CH2:2]1.CCN(CC)CC.[CH3:37][S:38](Cl)(=[O:40])=[O:39]. (2) The reactants are: [F:1][C:2]1[CH:7]=[CH:6][C:5]([CH2:8][C:9]2[CH:18]=[C:17]3[C:12]([C:13]([OH:34])=[C:14]([C:29](OCC)=[O:30])[C:15](=[O:28])[N:16]3[CH2:19][CH2:20][N:21]3[CH2:26][CH2:25][CH2:24][CH2:23][C:22]3=[O:27])=[N:11][CH:10]=2)=[CH:4][CH:3]=1.[CH3:35][CH:36]([O:38][CH2:39][CH2:40][CH2:41][NH2:42])[CH3:37]. Given the product [F:1][C:2]1[CH:7]=[CH:6][C:5]([CH2:8][C:9]2[CH:18]=[C:17]3[C:12]([C:13]([OH:34])=[C:14]([C:29]([NH:42][CH2:41][CH2:40][CH2:39][O:38][CH:36]([CH3:37])[CH3:35])=[O:30])[C:15](=[O:28])[N:16]3[CH2:19][CH2:20][N:21]3[CH2:26][CH2:25][CH2:24][CH2:23][C:22]3=[O:27])=[N:11][CH:10]=2)=[CH:4][CH:3]=1, predict the reactants needed to synthesize it.